From a dataset of Reaction yield outcomes from USPTO patents with 853,638 reactions. Predict the reaction yield, written as a fraction of the theoretical maximum amount of product (1.0 means a 100% yield; for example, 0.34 means a 34% yield). (1) The reactants are [Cl:1][C:2]1[CH:3]=[C:4]([NH2:20])[CH:5]=[C:6]([Cl:19])[C:7]=1[S:8][C:9]1[CH:18]=[CH:17][C:16]2[C:11](=[CH:12][CH:13]=[CH:14][CH:15]=2)[CH:10]=1.N1C=CC=CC=1.[I:27][C:28]1[CH:33]=[CH:32][C:31]([S:34](Cl)(=[O:36])=[O:35])=[CH:30][CH:29]=1. The catalyst is C1COCC1. The product is [Cl:19][C:6]1[CH:5]=[C:4]([NH:20][S:34]([C:31]2[CH:32]=[CH:33][C:28]([I:27])=[CH:29][CH:30]=2)(=[O:36])=[O:35])[CH:3]=[C:2]([Cl:1])[C:7]=1[S:8][C:9]1[CH:18]=[CH:17][C:16]2[C:11](=[CH:12][CH:13]=[CH:14][CH:15]=2)[CH:10]=1. The yield is 0.930. (2) The reactants are [CH2:1]([N:3]1[CH2:8][CH2:7][N:6]2[N:9]=[C:10]([N+:12]([O-])=O)[CH:11]=[C:5]2[CH2:4]1)[CH3:2]. The catalyst is [Pd].C(O)C. The product is [CH2:1]([N:3]1[CH2:8][CH2:7][N:6]2[N:9]=[C:10]([NH2:12])[CH:11]=[C:5]2[CH2:4]1)[CH3:2]. The yield is 0.710. (3) The reactants are [CH2:1]([O:3][C:4](=[O:17])[CH:5]=[C:6]([O:8][C:9]1[CH:14]=[CH:13][CH:12]=[C:11]([Cl:15])[C:10]=1[F:16])[CH3:7])[CH3:2].[Br:18]N1C(=O)CCC1=O.C(OOC(=O)C1C=CC=CC=1)(=O)C1C=CC=CC=1. The catalyst is C(Cl)(Cl)(Cl)Cl. The product is [CH2:1]([O:3][C:4](=[O:17])[CH:5]=[C:6]([O:8][C:9]1[CH:14]=[CH:13][CH:12]=[C:11]([Cl:15])[C:10]=1[F:16])[CH2:7][Br:18])[CH3:2]. The yield is 0.860. (4) The reactants are [Br:1][C:2]1[CH:7]=[C:6]([F:8])[CH:5]=[C:4]([F:9])[C:3]=1[OH:10].Cl[C:12]([F:17])([F:16])C([O-])=O.[Na+].C(=O)([O-])[O-].[K+].[K+]. The catalyst is CN(C=O)C.O.C(Cl)Cl. The product is [Br:1][C:2]1[CH:7]=[C:6]([F:8])[CH:5]=[C:4]([F:9])[C:3]=1[O:10][CH:12]([F:17])[F:16]. The yield is 0.440. (5) The reactants are [N:1]1[CH:6]=[CH:5][CH:4]=[CH:3][C:2]=1[Mg]Br.[Br:9][C:10]1[CH:11]=[C:12]([CH:20]=[CH:21][CH:22]=1)[C:13](N(CC)CC)=[O:14]. The catalyst is C1COCC1. The product is [Br:9][C:10]1[CH:11]=[C:12]([C:13]([C:2]2[CH:3]=[CH:4][CH:5]=[CH:6][N:1]=2)=[O:14])[CH:20]=[CH:21][CH:22]=1. The yield is 0.800. (6) The reactants are [C:1]1([C:7]#[CH:8])[CH:6]=[CH:5][CH:4]=[CH:3][CH:2]=1.C(NC(C)C)(C)C.I[C:17]1[CH:22]=[CH:21][C:20]([O:23][C:24](=[O:33])[N:25]([CH3:32])[C:26]2[CH:31]=[CH:30][CH:29]=[CH:28][CH:27]=2)=[CH:19][CH:18]=1. The catalyst is [Cu]I.C1C=CC(/C=C/C(/C=C/C2C=CC=CC=2)=O)=CC=1.C1C=CC(/C=C/C(/C=C/C2C=CC=CC=2)=O)=CC=1.C1C=CC(/C=C/C(/C=C/C2C=CC=CC=2)=O)=CC=1.[Pd].[Pd].CC(C)([P](C(C)(C)C)([Pd][P](C(C)(C)C)(C(C)(C)C)C(C)(C)C)C(C)(C)C)C. The product is [C:1]1([C:7]#[C:8][C:17]2[CH:18]=[CH:19][C:20]([O:23][C:24](=[O:33])[N:25]([CH3:32])[C:26]3[CH:31]=[CH:30][CH:29]=[CH:28][CH:27]=3)=[CH:21][CH:22]=2)[CH:6]=[CH:5][CH:4]=[CH:3][CH:2]=1. The yield is 0.410. (7) The reactants are [CH:1]([C:4]1[C:9](=[O:10])[NH:8][C:7](=[O:11])[NH:6][C:5]=1[C:12]([C:14]1[CH:15]=[C:16]([CH:19]=[C:20]([CH3:22])[CH:21]=1)[C:17]#[N:18])=[O:13])([CH3:3])[CH3:2].C(=O)([O-])[O-].[K+].[K+].[I-].[Li+].[CH3:31][O:32][C:33](=[O:44])[CH2:34][C:35]1([CH2:38]OS(C)(=O)=O)[CH2:37][CH2:36]1. The catalyst is CN(C=O)C. The product is [CH3:31][O:32][C:33](=[O:44])[CH2:34][C:35]1([CH2:38][N:6]2[C:5]([C:12](=[O:13])[C:14]3[CH:21]=[C:20]([CH3:22])[CH:19]=[C:16]([C:17]#[N:18])[CH:15]=3)=[C:4]([CH:1]([CH3:3])[CH3:2])[C:9](=[O:10])[NH:8][C:7]2=[O:11])[CH2:37][CH2:36]1. The yield is 0.130. (8) The reactants are [Cl-].[CH:2]([N:5]1[C:13]2[CH:12]=[C:11]([NH:14][C:15]3[CH:20]=[CH:19][N:18]=[C:17]([CH:21]4[CH2:26][CH2:25][NH2+:24][CH2:23][CH2:22]4)[N:16]=3)[N:10]=[CH:9][C:8]=2[N:7]=[CH:6]1)([CH3:4])[CH3:3].C(N(CC)CC)C.[CH3:34][S:35](Cl)(=[O:37])=[O:36]. The catalyst is CN(C)C=O.C(=O)(O)[O-].[Na+]. The product is [CH:2]([N:5]1[C:13]2[CH:12]=[C:11]([NH:14][C:15]3[CH:20]=[CH:19][N:18]=[C:17]([CH:21]4[CH2:26][CH2:25][N:24]([S:35]([CH3:34])(=[O:37])=[O:36])[CH2:23][CH2:22]4)[N:16]=3)[N:10]=[CH:9][C:8]=2[N:7]=[CH:6]1)([CH3:4])[CH3:3]. The yield is 0.200. (9) The yield is 0.760. The catalyst is O. The product is [CH2:3]([O:10][C:11]1[CH:12]=[C:13]2[C:17](=[CH:18][CH:19]=1)[N:16]([CH2:35][C:36]1[CH:41]=[CH:40][C:39]([O:47][CH2:46][CH2:48][N:56]3[CH2:54][CH2:53][CH2:52][CH2:51][CH2:50][CH2:49]3)=[CH:38][CH:37]=1)[C:15]([C:20]1[CH:25]=[CH:24][C:23]([O:26][CH2:27][C:28]3[CH:33]=[CH:32][CH:31]=[CH:30][CH:29]=3)=[CH:22][CH:21]=1)=[C:14]2[CH3:34])[C:4]1[CH:5]=[CH:6][CH:7]=[CH:8][CH:9]=1. The reactants are [H-].[Na+].[CH2:3]([O:10][C:11]1[CH:12]=[C:13]2[C:17](=[CH:18][CH:19]=1)[NH:16][C:15]([C:20]1[CH:25]=[CH:24][C:23]([O:26][CH2:27][C:28]3[CH:33]=[CH:32][CH:31]=[CH:30][CH:29]=3)=[CH:22][CH:21]=1)=[C:14]2[CH3:34])[C:4]1[CH:9]=[CH:8][CH:7]=[CH:6][CH:5]=1.[CH2:35](Cl)[C:36]1[CH:41]=[CH:40][CH:39]=[CH:38][CH:37]=1.CCO[C:46]([CH3:48])=[O:47].[CH3:49][CH2:50][CH2:51][CH2:52][CH2:53][CH3:54].C[N:56](C=O)C. (10) The reactants are [Cl:1][C:2]1[N:7]=[C:6](Cl)[C:5]([N+:9]([O-:11])=[O:10])=[CH:4][N:3]=1.[CH:12]1([NH2:17])[CH2:16][CH2:15][CH2:14][CH2:13]1.C(N(CC)C(C)C)(C)C. The catalyst is C1COCC1. The product is [Cl:1][C:2]1[N:7]=[C:6]([NH:17][CH:12]2[CH2:16][CH2:15][CH2:14][CH2:13]2)[C:5]([N+:9]([O-:11])=[O:10])=[CH:4][N:3]=1. The yield is 0.840.